Task: Predict the reaction yield, written as a fraction of the theoretical maximum amount of product (1.0 means a 100% yield; for example, 0.34 means a 34% yield).. Dataset: Reaction yield outcomes from USPTO patents with 853,638 reactions (1) The reactants are P(Cl)(Cl)([Cl:3])=O.[CH:6]1([C:9]2[CH2:10][C:11](=O)[N:12]([CH3:14])[N:13]=2)[CH2:8][CH2:7]1.CN(C)[CH:18]=[O:19]. No catalyst specified. The product is [Cl:3][C:11]1[N:12]([CH3:14])[N:13]=[C:9]([CH:6]2[CH2:8][CH2:7]2)[C:10]=1[CH:18]=[O:19]. The yield is 0.980. (2) The reactants are [C:1]([CH:5]1[CH2:13][C:12]2[C:7](=[CH:8][CH:9]=[CH:10][CH:11]=2)[NH:6]1)([CH3:4])([CH3:3])[CH3:2].C(C1NC2C(C=1)=CC=CC=2)(C)(C)C.[N+:27]([O-])([O-:29])=[O:28].[K+].C([O-])([O-])=O.[Na+].[Na+]. The catalyst is OS(O)(=O)=O. The product is [C:1]([CH:5]1[CH2:13][C:12]2[C:7](=[CH:8][C:9]([N+:27]([O-:29])=[O:28])=[CH:10][CH:11]=2)[NH:6]1)([CH3:4])([CH3:2])[CH3:3]. The yield is 0.320. (3) The reactants are [NH2:1][C:2]1[CH:10]=[C:9]([O:11][CH3:12])[CH:8]=[C:7]([O:13][CH3:14])[C:3]=1[C:4]([NH2:6])=[O:5].[CH:15]([C:17]1[CH:27]=[CH:26][C:20]([O:21][CH2:22][C:23]([NH2:25])=[O:24])=[CH:19][CH:18]=1)=O.S([O-])(O)=O.[Na+].O.C1(C)C=CC(S(O)(=O)=O)=CC=1. The catalyst is CN(C)C(=O)C. The product is [CH3:14][O:13][C:7]1[CH:8]=[C:9]([O:11][CH3:12])[CH:10]=[C:2]2[C:3]=1[C:4](=[O:5])[NH:6][C:15]([C:17]1[CH:27]=[CH:26][C:20]([O:21][CH2:22][C:23]([NH2:25])=[O:24])=[CH:19][CH:18]=1)=[N:1]2. The yield is 0.272. (4) The reactants are [CH:1]1([CH2:5][N:6]2[CH2:11][CH2:10][NH:9][CH2:8][CH2:7]2)[CH2:4][CH2:3][CH2:2]1.[Br:12][C:13]1[C:14](Cl)=[C:15]([N+:20]([O-:22])=[O:21])[C:16]([NH2:19])=[N:17][CH:18]=1. The catalyst is CC(O)C.CCN(C(C)C)C(C)C. The product is [Br:12][C:13]1[C:14]([N:9]2[CH2:8][CH2:7][N:6]([CH2:5][CH:1]3[CH2:2][CH2:3][CH2:4]3)[CH2:11][CH2:10]2)=[C:15]([N+:20]([O-:22])=[O:21])[C:16]([NH2:19])=[N:17][CH:18]=1. The yield is 0.450. (5) The reactants are [CH3:13][C:12]([O:11][C:9](O[C:9]([O:11][C:12]([CH3:15])([CH3:14])[CH3:13])=[O:10])=[O:10])([CH3:15])[CH3:14].[Br:16][C:17]1[CH:25]=[C:24]2[C:20]([C:21]3[CH2:29][CH2:28][NH:27][CH:26]([CH2:30][O:31][Si:32]([C:35]([CH3:38])([CH3:37])[CH3:36])([CH3:34])[CH3:33])[C:22]=3[NH:23]2)=[CH:19][CH:18]=1.[C:39]([O-])([O-])=O.[K+].[K+].CI.C([O-])([O-])=O.[Cs+].[Cs+]. The catalyst is CS(C)=O.O.O.CC(O)C. The product is [Br:16][C:17]1[CH:25]=[C:24]2[C:20]([C:21]3[CH2:29][CH2:28][N:27]([C:9]([O:11][C:12]([CH3:13])([CH3:14])[CH3:15])=[O:10])[CH:26]([CH2:30][O:31][Si:32]([C:35]([CH3:38])([CH3:37])[CH3:36])([CH3:33])[CH3:34])[C:22]=3[N:23]2[CH3:39])=[CH:19][CH:18]=1. The yield is 0.460. (6) The reactants are [O:1]=[C:2]1[C:10]2[C:5](=[CH:6][C:7]([CH2:11][CH2:12][C:13]([OH:15])=[O:14])=[CH:8][CH:9]=2)[CH2:4][O:3]1.[C:16]12(O)[CH2:25][CH:20]3[CH2:21][CH:22]([CH2:24][CH:18]([CH2:19]3)[CH2:17]1)[CH2:23]2.C1CCC(N=C=NC2CCCCC2)CC1. The catalyst is CN(C1C=CN=CC=1)C.C(Cl)Cl. The yield is 0.440. The product is [C:16]12([O:14][C:13](=[O:15])[CH2:12][CH2:11][C:7]3[CH:6]=[C:5]4[C:10](=[CH:9][CH:8]=3)[C:2](=[O:1])[O:3][CH2:4]4)[CH2:25][CH:20]3[CH2:21][CH:22]([CH2:24][CH:18]([CH2:19]3)[CH2:17]1)[CH2:23]2. (7) The reactants are [CH3:1][O:2][C@@H:3]([C@@H:21]1[CH2:25][CH2:24][CH2:23][N:22]1[C:26](=[O:45])[CH2:27][C@@H:28]([O:43][CH3:44])[C@@H:29]([N:34]([CH3:42])[C:35](=[O:41])[C@H:36]([CH:38]([CH3:40])[CH3:39])[NH2:37])[C@@H:30]([CH3:33])[CH2:31][CH3:32])[C@@H:4]([CH3:20])[C:5]([NH:7][C@H:8]([C:16]([O:18][CH3:19])=[O:17])[CH2:9][C:10]1[CH:15]=[CH:14][CH:13]=[CH:12][CH:11]=1)=[O:6].[CH:46]1[C:58]2[CH:57]([CH2:59][O:60][C:61]([NH:63][CH2:64][C:65]([CH3:70])([CH3:69])[C:66](O)=[O:67])=[O:62])[C:56]3[C:51](=[CH:52][CH:53]=[CH:54][CH:55]=3)[C:50]=2[CH:49]=[CH:48][CH:47]=1.CCN(C(C)C)C(C)C.CN(C(ON1N=NC2C=CC=NC1=2)=[N+](C)C)C.F[P-](F)(F)(F)(F)F. The catalyst is ClCCl. The product is [CH:55]1[C:56]2[CH:57]([CH2:59][O:60][C:61]([NH:63][CH2:64][C:65]([CH3:70])([CH3:69])[C:66]([NH:37][C@H:36]([C:35]([N:34]([CH3:42])[C@@H:29]([C@@H:30]([CH3:33])[CH2:31][CH3:32])[C@H:28]([O:43][CH3:44])[CH2:27][C:26]([N:22]3[CH2:23][CH2:24][CH2:25][C@H:21]3[C@H:3]([O:2][CH3:1])[C@@H:4]([CH3:20])[C:5]([NH:7][C@H:8]([C:16]([O:18][CH3:19])=[O:17])[CH2:9][C:10]3[CH:11]=[CH:12][CH:13]=[CH:14][CH:15]=3)=[O:6])=[O:45])=[O:41])[CH:38]([CH3:39])[CH3:40])=[O:67])=[O:62])[C:58]3[C:50](=[CH:49][CH:48]=[CH:47][CH:46]=3)[C:51]=2[CH:52]=[CH:53][CH:54]=1. The yield is 0.780. (8) The reactants are [CH3:1][C:2]([Si:5]([CH3:32])([CH3:31])[O:6][CH2:7][C@@H:8]([N:18]1[C:23](=[O:24])[CH2:22][NH:21][C:20]2[CH:25]=[CH:26][C:27]([O:29][CH3:30])=[N:28][C:19]1=2)[CH2:9][O:10]CC1C=CC=CC=1)([CH3:4])[CH3:3]. The catalyst is [OH-].[OH-].[Pd+2].CCO.[Pd]. The product is [CH3:4][C:2]([Si:5]([CH3:31])([CH3:32])[O:6][CH2:7][C@@H:8]([N:18]1[C:23](=[O:24])[CH2:22][NH:21][C:20]2[CH:25]=[CH:26][C:27]([O:29][CH3:30])=[N:28][C:19]1=2)[CH2:9][OH:10])([CH3:1])[CH3:3]. The yield is 0.950. (9) The reactants are C[Si]([N-][Si](C)(C)C)(C)C.[Li+].F[C:12]1[CH:17]=[C:16]([O:18][CH3:19])[CH:15]=[CH:14][C:13]=1[C:20]1[NH:29][C:28](=[O:30])[C:27]2[C:22](=[CH:23][C:24]([O:33][CH3:34])=[CH:25][C:26]=2[O:31][CH3:32])[N:21]=1.[CH:35]([NH:38][CH2:39][CH2:40][CH2:41][NH2:42])([CH3:37])[CH3:36]. The catalyst is C1COCC1.[NH4+].[Cl-]. The product is [CH:35]([NH:38][CH2:39][CH2:40][CH2:41][NH:42][C:12]1[CH:17]=[C:16]([O:18][CH3:19])[CH:15]=[CH:14][C:13]=1[C:20]1[NH:29][C:28](=[O:30])[C:27]2[C:22](=[CH:23][C:24]([O:33][CH3:34])=[CH:25][C:26]=2[O:31][CH3:32])[N:21]=1)([CH3:37])[CH3:36]. The yield is 0.200.